Dataset: TCR-epitope binding with 47,182 pairs between 192 epitopes and 23,139 TCRs. Task: Binary Classification. Given a T-cell receptor sequence (or CDR3 region) and an epitope sequence, predict whether binding occurs between them. (1) The epitope is FLPRVFSAV. The TCR CDR3 sequence is CASSQTLNEQFF. Result: 1 (the TCR binds to the epitope). (2) The epitope is TPINLVRDL. The TCR CDR3 sequence is CASSRRTGGAGTEAFF. Result: 0 (the TCR does not bind to the epitope). (3) The epitope is VLWAHGFEL. The TCR CDR3 sequence is CAWSLQGRRDRGRNEQFF. Result: 0 (the TCR does not bind to the epitope). (4) The epitope is YLNTLTLAV. The TCR CDR3 sequence is CATSPAGGTGGELFF. Result: 0 (the TCR does not bind to the epitope). (5) The epitope is RQLLFVVEV. The TCR CDR3 sequence is CASSLGPEAFF. Result: 1 (the TCR binds to the epitope). (6) The epitope is LLWNGPMAV. The TCR CDR3 sequence is CASSTDYVEQYF. Result: 1 (the TCR binds to the epitope). (7) Result: 1 (the TCR binds to the epitope). The TCR CDR3 sequence is CASSLGQIEQYF. The epitope is NEGVKAAW. (8) The epitope is FLYNLLTRV. Result: 0 (the TCR does not bind to the epitope). The TCR CDR3 sequence is CSASDGRSNEQFF. (9) The epitope is KLNVGDYFV. The TCR CDR3 sequence is CASSLAVGVGVGDTQYF. Result: 1 (the TCR binds to the epitope).